From a dataset of Full USPTO retrosynthesis dataset with 1.9M reactions from patents (1976-2016). Predict the reactants needed to synthesize the given product. (1) Given the product [CH2:15]=[C:12]([CH:13]=[N:38][C:3]([O:1][Si:18]([CH3:25])([CH3:24])[CH3:17])=[CH2:4])[CH2:11][CH3:16], predict the reactants needed to synthesize it. The reactants are: [CH2:1]([C:3](C=C)=[O:4])C.FC1C=C[C:11]([CH3:16])=[C:12]([CH:15]=1)[CH:13]=O.[CH3:17][Si:18]([CH3:25])([CH3:24])N[Si:18]([CH3:25])([CH3:24])[CH3:17].C([Li])CCC.C[Si](Cl)(C)C.C([N:38](CC)CC)C.C(Cl)(=O)C. (2) Given the product [F:25][C:19]1[C:20]([F:24])=[CH:21][CH:22]=[CH:23][C:18]=1[O:17][C:14]1[CH:13]=[CH:12][C:11]([C:10]2[C:3]3[C:4](=[N:5][CH:6]=[N:7][C:2]=3[NH2:1])[N:8]([C@@H:26]3[CH2:31][CH2:30][CH2:29][NH:28][CH2:27]3)[N:9]=2)=[CH:16][CH:15]=1, predict the reactants needed to synthesize it. The reactants are: [NH2:1][C:2]1[N:7]=[CH:6][N:5]=[C:4]2[N:8]([C@@H:26]3[CH2:31][CH2:30][CH2:29][N:28](C(OC(C)(C)C)=O)[CH2:27]3)[N:9]=[C:10]([C:11]3[CH:16]=[CH:15][C:14]([O:17][C:18]4[CH:23]=[CH:22][CH:21]=[C:20]([F:24])[C:19]=4[F:25])=[CH:13][CH:12]=3)[C:3]=12. (3) Given the product [NH2:1][C:2]1[N:7]=[C:6]([C:8]2[CH:15]=[CH:14][C:11]([C:12]#[N:13])=[C:10]([F:16])[CH:9]=2)[CH:5]=[C:4]([C:21]2[CH:22]=[CH:23][CH:24]=[CH:25][C:20]=2[O:19][CH3:18])[N:3]=1, predict the reactants needed to synthesize it. The reactants are: [NH2:1][C:2]1[N:7]=[C:6]([C:8]2[CH:15]=[CH:14][C:11]([C:12]#[N:13])=[C:10]([F:16])[CH:9]=2)[CH:5]=[C:4](Cl)[N:3]=1.[CH3:18][O:19][C:20]1[CH:25]=[CH:24][CH:23]=[CH:22][C:21]=1B(O)O.C([O-])([O-])=O.[Na+].[Na+].CCOC(C)=O.